Predict the product of the given reaction. From a dataset of Forward reaction prediction with 1.9M reactions from USPTO patents (1976-2016). (1) Given the reactants Br[C:2]1[CH:3]=[C:4]2[C:9](=[CH:10][CH:11]=1)[N:8]=[C:7]([O:12][CH:13]1[CH2:18][CH2:17][CH:16]([C:19]([CH3:22])([CH3:21])[CH3:20])[CH2:15][CH2:14]1)[CH:6]=[CH:5]2.[O:23]1CCC[CH2:24]1.C([Li])CCC.C1CCCCC1.CN(C)C=O.Cl.C([O-])(O)=O.[Na+], predict the reaction product. The product is: [C:19]([C@H:16]1[CH2:17][CH2:18][C@H:13]([O:12][C:7]2[CH:6]=[CH:5][C:4]3[C:9](=[CH:10][CH:11]=[C:2]([CH:24]=[O:23])[CH:3]=3)[N:8]=2)[CH2:14][CH2:15]1)([CH3:22])([CH3:21])[CH3:20]. (2) Given the reactants [NH2:1][C:2]1[N:7]([C:8]2[CH:13]=[CH:12][C:11]([O:14][CH3:15])=[CH:10][CH:9]=2)[C:6](=[S:16])[NH:5][C:4](=[O:17])[CH:3]=1.[N:18]([O-])=[O:19].[Na+], predict the reaction product. The product is: [NH2:1][C:2]1[N:7]([C:8]2[CH:9]=[CH:10][C:11]([O:14][CH3:15])=[CH:12][CH:13]=2)[C:6](=[S:16])[NH:5][C:4](=[O:17])[C:3]=1[N:18]=[O:19]. (3) The product is: [N:1]1[C:11]2[N:10]([CH2:12][CH2:13][CH2:14][NH:15][S:36]([C:33]3[CH:32]=[CH:31][C:30]([O:29][C:28]([F:27])([F:40])[F:41])=[CH:35][CH:34]=3)(=[O:38])=[O:37])[C:9]3[CH:16]=[CH:17][CH:18]=[CH:19][C:8]=3[CH2:7][CH2:6][C:5]=2[CH:4]=[CH:3][CH:2]=1. Given the reactants [N:1]1[C:11]2[N:10]([CH2:12][CH2:13][CH2:14][NH2:15])[C:9]3[CH:16]=[CH:17][CH:18]=[CH:19][C:8]=3[CH2:7][CH2:6][C:5]=2[CH:4]=[CH:3][CH:2]=1.CCN(CC)CC.[F:27][C:28]([F:41])([F:40])[O:29][C:30]1[CH:35]=[CH:34][C:33]([S:36](Cl)(=[O:38])=[O:37])=[CH:32][CH:31]=1, predict the reaction product. (4) Given the reactants [C:1]([O:5][C:6](=[O:25])[NH:7][C:8]1[CH:13]=[C:12]([N:14]2[CH2:19][CH2:18][S:17][CH2:16][CH2:15]2)[C:11]([C:20]([F:23])([F:22])[F:21])=[CH:10][C:9]=1[NH2:24])([CH3:4])([CH3:3])[CH3:2].C([O:30][C:31](=O)[CH2:32][C:33]([C:35]1[CH:40]=[CH:39][N:38]=[C:37]([C:41]#[N:42])[CH:36]=1)=[O:34])(C)(C)C, predict the reaction product. The product is: [C:1]([O:5][C:6](=[O:25])[NH:7][C:8]1[CH:13]=[C:12]([N:14]2[CH2:15][CH2:16][S:17][CH2:18][CH2:19]2)[C:11]([C:20]([F:21])([F:22])[F:23])=[CH:10][C:9]=1[NH:24][C:31](=[O:30])[CH2:32][C:33]([C:35]1[CH:40]=[CH:39][N:38]=[C:37]([C:41]#[N:42])[CH:36]=1)=[O:34])([CH3:4])([CH3:2])[CH3:3]. (5) Given the reactants [NH2:1][C:2]1[C:3](F)=[CH:4][C:5]([Br:18])=[C:6]([N:8]2[C:12](=[O:13])[N:11]([CH:14]([F:16])[F:15])[C:10]([CH3:17])=[N:9]2)[CH:7]=1.CCO[C:23]([S-:25])=[S:24].[K+].Cl, predict the reaction product. The product is: [Br:18][C:5]1[C:6]([N:8]2[C:12](=[O:13])[N:11]([CH:14]([F:16])[F:15])[C:10]([CH3:17])=[N:9]2)=[CH:7][C:2]2[N:1]=[C:23]([SH:25])[S:24][C:3]=2[CH:4]=1.